Dataset: P-glycoprotein inhibition data for predicting drug efflux from Broccatelli et al.. Task: Regression/Classification. Given a drug SMILES string, predict its absorption, distribution, metabolism, or excretion properties. Task type varies by dataset: regression for continuous measurements (e.g., permeability, clearance, half-life) or binary classification for categorical outcomes (e.g., BBB penetration, CYP inhibition). Dataset: pgp_broccatelli. (1) The molecule is COC1=C2C[C@H](C)C[C@H](OC)[C@@H](O)[C@H](C)C=C(C)[C@@H](OC(N)=O)[C@H](OC)C=CC=C(C)C(=O)NC(=CC1=O)C2=O. The result is 1 (inhibitor). (2) The compound is O=C(CCc1ccccc1)c1ccccc1OC[C@@H](O)CN1CCN(c2ccc(F)cc2)CC1. The result is 1 (inhibitor). (3) The molecule is COc1ccc(CN2CCc3ccc(NC(=O)c4ccccc4NC(=O)c4cnc5ccccc5n4)cc3C2)cc1OC. The result is 1 (inhibitor). (4) The molecule is Cc1ccnc(NS(=O)(=O)c2ccc(N)cc2)n1. The result is 0 (non-inhibitor). (5) The drug is C#C[C@]1(O)CC[C@H]2[C@@H]3CCc4cc(OC)ccc4[C@H]3CC[C@]21C. The result is 0 (non-inhibitor). (6) The compound is COc1cc2c(cc1OC)CN(CCNC(=O)c1cccc(C)c1NC(=O)c1ccc(C(C)C)cc1)CC2. The result is 1 (inhibitor). (7) The molecule is COC(=O)N1[C@H]2C3[C@H]4N(C(=O)OC)[C@@H]5C([C@@H](c6ccccc6)C24CO)[C@H]1C5(CO)[C@H]3c1ccccc1. The result is 1 (inhibitor).